From a dataset of Forward reaction prediction with 1.9M reactions from USPTO patents (1976-2016). Predict the product of the given reaction. (1) Given the reactants [C:1]([O:5][C:6]([C:8]1([C:12]#[N:13])[CH2:11][CH2:10][CH2:9]1)=[O:7])([CH3:4])([CH3:3])[CH3:2], predict the reaction product. The product is: [C:1]([O:5][C:6]([C:8]1([CH2:12][NH2:13])[CH2:9][CH2:10][CH2:11]1)=[O:7])([CH3:4])([CH3:3])[CH3:2]. (2) The product is: [N:6]1[C:5]2[NH:4][CH:3]=[CH:2][C:10]=2[CH:9]=[N:8][C:7]=1[NH2:11]. Given the reactants Br[C:2]1[C:10]2[CH:9]=[N:8][C:7]([NH:11]CCCC)=[N:6][C:5]=2[N:4]([C@H]2CC[C@H](O[Si](C(C)(C)C)(C)C)CC2)[CH:3]=1.C([O-])([O-])=O.[K+].[K+], predict the reaction product. (3) Given the reactants Br[C:2]1[CH:9]=[CH:8][C:7]([OH:10])=[CH:6][C:3]=1[CH:4]=[O:5].[Cl:11][C:12]1[CH:13]=[C:14](B(O)O)[CH:15]=[CH:16][C:17]=1[O:18][CH3:19].C([O-])([O-])=O.[Na+].[Na+], predict the reaction product. The product is: [Cl:11][C:12]1[CH:13]=[C:14]([C:2]2[C:3]([CH:4]=[O:5])=[CH:6][C:7]([OH:10])=[CH:8][CH:9]=2)[CH:15]=[CH:16][C:17]=1[O:18][CH3:19]. (4) Given the reactants [NH:1]1[C:5]2[CH:6]=[CH:7][C:8]([C:10]([OH:12])=O)=[CH:9][C:4]=2[N:3]=[CH:2]1.CN(C(ON1N=NC2C=CC=CC1=2)=[N+](C)C)C.F[P-](F)(F)(F)(F)F.CCN(C(C)C)C(C)C.[Cl:46][C:47]1[CH:52]=[CH:51][C:50]([CH2:53][CH2:54][NH2:55])=[CH:49][CH:48]=1, predict the reaction product. The product is: [Cl:46][C:47]1[CH:52]=[CH:51][C:50]([CH2:53][CH2:54][NH:55][C:10]([C:8]2[CH:7]=[CH:6][C:5]3[NH:1][CH:2]=[N:3][C:4]=3[CH:9]=2)=[O:12])=[CH:49][CH:48]=1. (5) Given the reactants Cl.[CH:2]([C:5]1[CH:6]=[C:7]([C@@H:11]([NH2:13])[CH3:12])[CH:8]=[CH:9][CH:10]=1)([CH3:4])[CH3:3].[Cl:14][C:15]1[CH:35]=[CH:34][C:33]([O:36][C@@H:37]([CH2:42][CH3:43])[C:38]([O:40][CH3:41])=[O:39])=[CH:32][C:16]=1[CH2:17][N:18]1[C:26]2[C:21](=[CH:22][C:23]([C:27](O)=[O:28])=[CH:24][CH:25]=2)[C:20]([CH3:30])=[C:19]1[CH3:31], predict the reaction product. The product is: [Cl:14][C:15]1[CH:35]=[CH:34][C:33]([O:36][C@@H:37]([CH2:42][CH3:43])[C:38]([O:40][CH3:41])=[O:39])=[CH:32][C:16]=1[CH2:17][N:18]1[C:26]2[C:21](=[CH:22][C:23]([C:27](=[O:28])[NH:13][C@H:11]([C:7]3[CH:8]=[CH:9][CH:10]=[C:5]([CH:2]([CH3:4])[CH3:3])[CH:6]=3)[CH3:12])=[CH:24][CH:25]=2)[C:20]([CH3:30])=[C:19]1[CH3:31]. (6) Given the reactants [C:1]([O:5][C:6]([N:8]1[CH2:13][CH2:12][N:11]([C:14]2[CH:19]=[CH:18][C:17](Br)=[CH:16][N:15]=2)[CH2:10][CH2:9]1)=[O:7])([CH3:4])([CH3:3])[CH3:2].P([O-])([O-])([O-])=O.[K+].[K+].[K+].[CH:29]1(B(O)O)[CH2:31][CH2:30]1.C(=O)([O-])O.[Na+], predict the reaction product. The product is: [C:1]([O:5][C:6]([N:8]1[CH2:13][CH2:12][N:11]([C:14]2[CH:19]=[CH:18][C:17]([CH:29]3[CH2:31][CH2:30]3)=[CH:16][N:15]=2)[CH2:10][CH2:9]1)=[O:7])([CH3:4])([CH3:3])[CH3:2]. (7) The product is: [Br:59][CH2:37][C:34]1([NH:33][C:31]([NH:30][C@@:15]([C:4]2[CH:5]=[C:6]([O:8][C:9]([F:14])([F:13])[CH:10]([F:12])[F:11])[CH:7]=[C:2]([F:1])[CH:3]=2)([C:23]2[CH:28]=[CH:27][C:26]([F:29])=[CH:25][CH:24]=2)[CH2:16][C:17]2[CH:22]=[CH:21][CH:20]=[CH:19][CH:18]=2)=[O:32])[CH2:36][CH2:35]1. Given the reactants [F:1][C:2]1[CH:3]=[C:4]([C@:15]([NH:30][C:31]([NH:33][C:34]2([CH2:37]O)[CH2:36][CH2:35]2)=[O:32])([C:23]2[CH:28]=[CH:27][C:26]([F:29])=[CH:25][CH:24]=2)[CH2:16][C:17]2[CH:22]=[CH:21][CH:20]=[CH:19][CH:18]=2)[CH:5]=[C:6]([O:8][C:9]([F:14])([F:13])[CH:10]([F:12])[F:11])[CH:7]=1.C1C=CC(P(C2C=CC=CC=2)C2C=CC=CC=2)=CC=1.C(Br)(Br)(Br)[Br:59], predict the reaction product. (8) Given the reactants [CH3:1][O:2][C:3]1[C:4]([OH:13])=[C:5]([CH:8]=[CH:9][C:10]=1[O:11][CH3:12])[CH:6]=[O:7].[N+:14]([O-])([OH:16])=[O:15], predict the reaction product. The product is: [OH:13][C:4]1[C:3]([O:2][CH3:1])=[C:10]([O:11][CH3:12])[C:9]([N+:14]([O-:16])=[O:15])=[CH:8][C:5]=1[CH:6]=[O:7]. (9) Given the reactants [CH2:1]([C@H:8]1[N:13]([C:14]([O:16][C:17]([CH3:20])([CH3:19])[CH3:18])=[O:15])[CH2:12][CH:11]=[C:10]([C:21]2[CH:22]=[CH:23][C:24]3[O:35][CH2:34][C:27]4=[N:28][NH:29][C:30](=[O:33])[C@@H:31]([CH3:32])[N:26]4[C:25]=3[CH:36]=2)[CH2:9]1)[C:2]1[CH:7]=[CH:6][CH:5]=[CH:4][CH:3]=1, predict the reaction product. The product is: [CH2:1]([C@@H:8]1[CH2:9][CH:10]([C:21]2[CH:22]=[CH:23][C:24]3[O:35][CH2:34][C:27]4=[N:28][NH:29][C:30](=[O:33])[C@@H:31]([CH3:32])[N:26]4[C:25]=3[CH:36]=2)[CH2:11][CH2:12][N:13]1[C:14]([O:16][C:17]([CH3:18])([CH3:20])[CH3:19])=[O:15])[C:2]1[CH:3]=[CH:4][CH:5]=[CH:6][CH:7]=1.